Dataset: Full USPTO retrosynthesis dataset with 1.9M reactions from patents (1976-2016). Task: Predict the reactants needed to synthesize the given product. Given the product [O:19]1[C:23]2[CH:24]=[CH:25][CH:26]=[CH:27][C:22]=2[C:21]([NH:28][C:29]([N:31]2[CH2:36][CH2:35][N:34]([C:2]3[S:6][N:5]=[C:4]([C:7]4[CH:11]=[CH:10][S:9][CH:8]=4)[N:3]=3)[CH2:33][CH2:32]2)=[O:30])=[N:20]1, predict the reactants needed to synthesize it. The reactants are: Cl[C:2]1[S:6][N:5]=[C:4]([C:7]2[CH:11]=[CH:10][S:9][CH:8]=2)[N:3]=1.FC(F)(F)C(O)=O.[O:19]1[C:23]2[CH:24]=[CH:25][CH:26]=[CH:27][C:22]=2[C:21]([NH:28][C:29]([N:31]2[CH2:36][CH2:35][NH:34][CH2:33][CH2:32]2)=[O:30])=[N:20]1.C(N(CC)CC)C.O.